From a dataset of Full USPTO retrosynthesis dataset with 1.9M reactions from patents (1976-2016). Predict the reactants needed to synthesize the given product. (1) Given the product [F:1][C:2]1[C:10]([F:11])=[CH:9][C:5]([C:6]([OH:8])=[O:7])=[C:4]([NH:12][CH2:17][C:18]([CH3:22])([CH3:21])[CH3:19])[CH:3]=1, predict the reactants needed to synthesize it. The reactants are: [F:1][C:2]1[CH:3]=[C:4]([NH2:12])[C:5](=[CH:9][C:10]=1[F:11])[C:6]([OH:8])=[O:7].ClCCCl.[CH3:17][C:18]([CH3:22])([CH3:21])[CH:19]=O.C(O[BH-](OC(=O)C)OC(=O)C)(=O)C.[Na+]. (2) Given the product [CH3:45][O:44][C:42]1[C:41]2[C:36](=[C:37]([O:46][CH3:47])[CH:38]=[CH:39][CH:40]=2)[CH:35]=[C:34]([CH2:33][O:1][CH:2]2[CH:7]([C:8]3[CH:9]=[CH:10][C:11]([O:14][CH2:15][CH2:16][CH2:17][O:18][CH2:19][C:20]4[S:21][CH:22]=[CH:23][CH:24]=4)=[CH:12][CH:13]=3)[CH2:6][CH2:5][N:4]([C:25]([O:27][C:28]([CH3:31])([CH3:30])[CH3:29])=[O:26])[CH2:3]2)[CH:43]=1, predict the reactants needed to synthesize it. The reactants are: [OH:1][CH:2]1[CH:7]([C:8]2[CH:13]=[CH:12][C:11]([O:14][CH2:15][CH2:16][CH2:17][O:18][CH2:19][C:20]3[S:21][CH:22]=[CH:23][CH:24]=3)=[CH:10][CH:9]=2)[CH2:6][CH2:5][N:4]([C:25]([O:27][C:28]([CH3:31])([CH3:30])[CH3:29])=[O:26])[CH2:3]1.Cl[CH2:33][C:34]1[CH:43]=[C:42]([O:44][CH3:45])[C:41]2[C:36](=[C:37]([O:46][CH3:47])[CH:38]=[CH:39][CH:40]=2)[CH:35]=1. (3) Given the product [F:21][C:6]1[CH:5]=[CH:4][C:3]([C:2]2[N:1]=[C:33]([C:31]3[CH:30]=[CH:29][C:28]([C:36]4[CH:41]=[CH:40][CH:39]=[CH:38][C:37]=4[CH3:42])=[C:27]([CH2:26][O:25][CH3:24])[CH:32]=3)[O:23][N:22]=2)=[CH:20][C:7]=1[CH2:8][N:9]([CH3:19])[CH2:10][CH2:11][C:12]([O:14][C:15]([CH3:18])([CH3:17])[CH3:16])=[O:13], predict the reactants needed to synthesize it. The reactants are: [NH2:1][C:2](=[N:22][OH:23])[C:3]1[CH:4]=[CH:5][C:6]([F:21])=[C:7]([CH:20]=1)[CH2:8][N:9]([CH3:19])[CH2:10][CH2:11][C:12]([O:14][C:15]([CH3:18])([CH3:17])[CH3:16])=[O:13].[CH3:24][O:25][CH2:26][C:27]1[CH:32]=[C:31]([C:33](O)=O)[CH:30]=[CH:29][C:28]=1[C:36]1[CH:41]=[CH:40][CH:39]=[CH:38][C:37]=1[CH3:42]. (4) Given the product [CH2:1]([C:3]([C:21]1[CH:26]=[CH:25][C:24]([O:27][CH2:36][CH:33]([CH2:34][OH:35])[CH2:32][OH:31])=[C:23]([CH3:28])[CH:22]=1)([C:6]1[CH:11]=[CH:10][C:9]([CH2:12][CH2:13][CH:14]([OH:19])[C:15]([CH3:17])([CH3:18])[CH3:16])=[C:8]([CH3:20])[CH:7]=1)[CH2:4][CH3:5])[CH3:2], predict the reactants needed to synthesize it. The reactants are: [CH2:1]([C:3]([C:21]1[CH:26]=[CH:25][C:24]([OH:27])=[C:23]([CH3:28])[CH:22]=1)([C:6]1[CH:11]=[CH:10][C:9]([CH2:12][CH2:13][CH:14]([OH:19])[C:15]([CH3:18])([CH3:17])[CH3:16])=[C:8]([CH3:20])[CH:7]=1)[CH2:4][CH3:5])[CH3:2].CC1(C)[O:35][CH2:34][CH:33]([CH2:36]OS(C2C=CC(C)=CC=2)(=O)=O)[CH2:32][O:31]1.